From a dataset of Peptide-MHC class II binding affinity with 134,281 pairs from IEDB. Regression. Given a peptide amino acid sequence and an MHC pseudo amino acid sequence, predict their binding affinity value. This is MHC class II binding data. (1) The peptide sequence is AFKVCATAANAAPAN. The MHC is DRB1_0802 with pseudo-sequence DRB1_0802. The binding affinity (normalized) is 0.683. (2) The peptide sequence is LCSDKQPCNGVTMND. The MHC is HLA-DPA10201-DPB11401 with pseudo-sequence HLA-DPA10201-DPB11401. The binding affinity (normalized) is 0. (3) The peptide sequence is TALTGAMRVTKDTND. The MHC is DRB1_0701 with pseudo-sequence DRB1_0701. The binding affinity (normalized) is 0.659. (4) The peptide sequence is LRIAAKIYSEADEAW. The MHC is DRB1_0405 with pseudo-sequence DRB1_0405. The binding affinity (normalized) is 0.345. (5) The peptide sequence is WASVKKDLISYGGGW. The MHC is DRB1_0404 with pseudo-sequence DRB1_0404. The binding affinity (normalized) is 0.181. (6) The peptide sequence is GARSLTTLLRALGAQ. The MHC is DRB1_0901 with pseudo-sequence DRB1_0901. The binding affinity (normalized) is 0.325. (7) The peptide sequence is WGAIWRIDTPDKLTG. The MHC is DRB3_0101 with pseudo-sequence DRB3_0101. The binding affinity (normalized) is 0.722.